Dataset: Peptide-MHC class II binding affinity with 134,281 pairs from IEDB. Task: Regression. Given a peptide amino acid sequence and an MHC pseudo amino acid sequence, predict their binding affinity value. This is MHC class II binding data. (1) The peptide sequence is GARYLEFEALGFLNE. The MHC is DRB1_0701 with pseudo-sequence DRB1_0701. The binding affinity (normalized) is 0.659. (2) The peptide sequence is GILQIVDKIDAAFKI. The MHC is DRB3_0202 with pseudo-sequence DRB3_0202. The binding affinity (normalized) is 0.237.